From a dataset of Catalyst prediction with 721,799 reactions and 888 catalyst types from USPTO. Predict which catalyst facilitates the given reaction. (1) Reactant: [CH2:1]([N:8]1[C:17](=[O:18])[C:16]2[C:11](=[N:12][C:13]3[CH:22]=[CH:21][CH:20]=[CH:19][C:14]=3[N:15]=2)[N:10]=[C:9]1[CH:23](Br)[CH:24]([CH3:26])[CH3:25])[C:2]1[CH:7]=[CH:6][CH:5]=[CH:4][CH:3]=1.[NH2:28][CH2:29][CH2:30][CH2:31][NH:32][C:33](=[O:39])[O:34][C:35]([CH3:38])([CH3:37])[CH3:36]. Product: [C:35]([O:34][C:33](=[O:39])[NH:32][CH2:31][CH2:30][CH2:29][NH:28][CH:23]([C:9]1[N:8]([CH2:1][C:2]2[CH:7]=[CH:6][CH:5]=[CH:4][CH:3]=2)[C:17](=[O:18])[C:16]2[C:11](=[N:12][C:13]3[CH:22]=[CH:21][CH:20]=[CH:19][C:14]=3[N:15]=2)[N:10]=1)[CH:24]([CH3:26])[CH3:25])([CH3:38])([CH3:36])[CH3:37]. The catalyst class is: 250. (2) The catalyst class is: 11. Product: [Br:1][C:2]1[CH:3]=[CH:4][C:5]([C:8]2[CH:13]=[CH:12][CH:11]=[C:10]([OH:14])[C:9]=2[OH:16])=[CH:6][CH:7]=1. Reactant: [Br:1][C:2]1[CH:7]=[CH:6][C:5]([C:8]2[CH:13]=[CH:12][CH:11]=[C:10]([O:14]C)[C:9]=2[O:16]C)=[CH:4][CH:3]=1.B(Br)(Br)Br.C(Cl)Cl. (3) Reactant: [NH2:1][C:2]1[CH:15]=[CH:14][C:5]([C:6]([NH:8][C:9]2[S:10][CH:11]=[CH:12][N:13]=2)=[O:7])=[CH:4][CH:3]=1.[N:16]([C:19]([CH3:22])([CH3:21])[CH3:20])=[C:17]=[O:18]. Product: [C:19]([NH:16][C:17](=[O:18])[NH:1][C:2]1[CH:15]=[CH:14][C:5]([C:6]([NH:8][C:9]2[S:10][CH:11]=[CH:12][N:13]=2)=[O:7])=[CH:4][CH:3]=1)([CH3:22])([CH3:21])[CH3:20]. The catalyst class is: 26. (4) Reactant: [CH3:1][N:2]1[CH:11]=[C:10](B2OC(C)(C)C(C)(C)O2)[C:9]2[C:4](=[CH:5][CH:6]=[CH:7][CH:8]=2)[C:3]1=[O:21].Br[C:23]1[CH:28]=[C:27]([S:29]([CH3:32])(=[O:31])=[O:30])[CH:26]=[CH:25][C:24]=1[NH:33][CH:34]1[CH2:38][CH2:37][O:36][CH2:35]1.[O-]P([O-])([O-])=O.[K+].[K+].[K+]. Product: [CH3:1][N:2]1[CH:11]=[C:10]([C:23]2[CH:28]=[C:27]([S:29]([CH3:32])(=[O:31])=[O:30])[CH:26]=[CH:25][C:24]=2[NH:33][CH:34]2[CH2:38][CH2:37][O:36][CH2:35]2)[C:9]2[C:4](=[CH:5][CH:6]=[CH:7][CH:8]=2)[C:3]1=[O:21]. The catalyst class is: 117. (5) Reactant: [C:1]([N:8]([C:12]([O:14][C:15]([CH3:18])([CH3:17])[CH3:16])=[O:13])[C:9]([NH2:11])=[NH:10])([O:3][C:4]([CH3:7])([CH3:6])[CH3:5])=[O:2].C(N(CC)CC)C.[S:26](O[S:26]([C:29]([F:32])([F:31])[F:30])(=[O:28])=[O:27])([C:29]([F:32])([F:31])[F:30])(=[O:28])=[O:27]. Product: [C:12]([N:8]([C:1]([O:3][C:4]([CH3:7])([CH3:6])[CH3:5])=[O:2])[C:9]([NH:11][S:26]([C:29]([F:32])([F:31])[F:30])(=[O:28])=[O:27])=[NH:10])([O:14][C:15]([CH3:18])([CH3:17])[CH3:16])=[O:13]. The catalyst class is: 2. (6) Product: [CH3:26][N:27]([CH3:28])[CH2:2][C:3]([NH:5][C:6]1[C:15]2[C:10](=[CH:11][CH:12]=[C:13]([O:16][CH3:17])[CH:14]=2)[CH:9]=[C:8]([C:18]2[CH:23]=[CH:22][N:21]=[C:20]([NH:24][CH3:25])[N:19]=2)[CH:7]=1)=[O:4]. Reactant: Cl[CH2:2][C:3]([NH:5][C:6]1[C:15]2[C:10](=[CH:11][CH:12]=[C:13]([O:16][CH3:17])[CH:14]=2)[CH:9]=[C:8]([C:18]2[CH:23]=[CH:22][N:21]=[C:20]([NH:24][CH3:25])[N:19]=2)[CH:7]=1)=[O:4].[CH3:26][NH:27][CH3:28]. The catalyst class is: 80. (7) Reactant: [Cl:1][C:2]1[CH:8]=[CH:7][C:5]([NH2:6])=[CH:4][C:3]=1[O:9][CH2:10][C:11]1[CH:16]=[CH:15][CH:14]=[CH:13][N:12]=1.CCN(C(C)C)C(C)C.[CH3:26][C:27](OC(C)=O)=[O:28]. The catalyst class is: 25. Product: [Cl:1][C:2]1[CH:8]=[CH:7][C:5]([NH:6][C:27](=[O:28])[CH3:26])=[CH:4][C:3]=1[O:9][CH2:10][C:11]1[CH:16]=[CH:15][CH:14]=[CH:13][N:12]=1. (8) Reactant: [CH3:1][O:2][CH2:3][C:4]1[C:9]([CH:10]=[CH2:11])=[CH:8][CH:7]=[CH:6][C:5]=1[N:12]1[C:16](=[O:17])[N:15]([CH3:18])[N:14]=[N:13]1.[H][H]. Product: [CH3:1][O:2][CH2:3][C:4]1[C:9]([CH2:10][CH3:11])=[CH:8][CH:7]=[CH:6][C:5]=1[N:12]1[C:16](=[O:17])[N:15]([CH3:18])[N:14]=[N:13]1. The catalyst class is: 43. (9) Product: [CH2:40]([O:39][C:37]([N:47]1[CH2:52][CH2:51][N:50]([C:24]2[CH:25]=[CH:26][C:21]([C:18]3[N:17]([CH2:28][O:29][CH2:30][CH2:31][Si:32]([CH3:35])([CH3:34])[CH3:33])[C:16]([CH:12]4[CH2:13][CH2:14][CH2:15][N:11]4[C:9](=[O:10])[CH:5]([NH:4][C:3]([O:2][CH3:1])=[O:36])[CH:6]([CH3:8])[CH3:7])=[N:20][CH:19]=3)=[CH:22][CH:23]=2)[CH2:49][CH2:48]1)=[O:38])[C:41]1[CH:46]=[CH:45][CH:44]=[CH:43][CH:42]=1. The catalyst class is: 222. Reactant: [CH3:1][O:2][C:3](=[O:36])[NH:4][CH:5]([C:9]([N:11]1[CH2:15][CH2:14][CH2:13][CH:12]1[C:16]1[N:17]([CH2:28][O:29][CH2:30][CH2:31][Si:32]([CH3:35])([CH3:34])[CH3:33])[C:18]([C:21]2[CH:26]=[CH:25][C:24](Br)=[CH:23][CH:22]=2)=[CH:19][N:20]=1)=[O:10])[CH:6]([CH3:8])[CH3:7].[C:37]([N:47]1[CH2:52][CH2:51][NH:50][CH2:49][CH2:48]1)([O:39][CH2:40][C:41]1[CH:46]=[CH:45][CH:44]=[CH:43][CH:42]=1)=[O:38].CC([O-])(C)C.[Na+]. (10) Reactant: O1CCOCC1.C(OC([N:14]1[CH2:19][CH2:18][CH2:17][CH2:16][CH:15]1[C:20]1([OH:46])[CH2:23][N:22]([C:24]([C:26]2[C:27]([NH:37][C:38]3[CH:43]=[CH:42][C:41]([I:44])=[CH:40][C:39]=3[F:45])=[C:28]([F:36])[C:29](=[O:35])[N:30]3[C:34]=2[CH2:33][CH2:32][CH2:31]3)=[O:25])[CH2:21]1)=O)(C)(C)C. Product: [F:36][C:28]1[C:29](=[O:35])[N:30]2[C:34](=[C:26]([C:24]([N:22]3[CH2:21][C:20]([OH:46])([CH:15]4[CH2:16][CH2:17][CH2:18][CH2:19][NH:14]4)[CH2:23]3)=[O:25])[C:27]=1[NH:37][C:38]1[CH:43]=[CH:42][C:41]([I:44])=[CH:40][C:39]=1[F:45])[CH2:33][CH2:32][CH2:31]2. The catalyst class is: 209.